The task is: Predict which catalyst facilitates the given reaction.. This data is from Catalyst prediction with 721,799 reactions and 888 catalyst types from USPTO. (1) Reactant: [CH3:1][O:2][C:3]1[CH:4]=[CH:5][C:6]([NH2:11])=[C:7]([NH:9][CH3:10])[CH:8]=1.CO[C:14]([CH2:16][O:17][C:18]1[CH:31]=[CH:30][C:21]([CH2:22][CH:23]2[S:27][C:26](=[O:28])[NH:25][C:24]2=[O:29])=[CH:20][CH:19]=1)=O.Cl. Product: [CH3:1][O:2][C:3]1[CH:4]=[CH:5][C:6]2[N:11]=[C:14]([CH2:16][O:17][C:18]3[CH:19]=[CH:20][C:21]([CH2:22][CH:23]4[S:27][C:26](=[O:28])[NH:25][C:24]4=[O:29])=[CH:30][CH:31]=3)[N:9]([CH3:10])[C:7]=2[CH:8]=1. The catalyst class is: 12. (2) Reactant: [CH3:1][O:2][C:3]1[CH:18]=[CH:17][C:6]([CH2:7][NH:8][C@H:9]([CH2:13][CH:14]([CH3:16])[CH3:15])[C:10]([NH2:12])=[O:11])=[CH:5][CH:4]=1.CCN(CC)CC.[Cl:26][C:27]1[CH:32]=[CH:31][C:30]([S:33](Cl)(=[O:35])=[O:34])=[CH:29][CH:28]=1. The catalyst class is: 2. Product: [Cl:26][C:27]1[CH:32]=[CH:31][C:30]([S:33]([N:8]([C@H:9]([CH2:13][CH:14]([CH3:16])[CH3:15])[C:10]([NH2:12])=[O:11])[CH2:7][C:6]2[CH:5]=[CH:4][C:3]([O:2][CH3:1])=[CH:18][CH:17]=2)(=[O:35])=[O:34])=[CH:29][CH:28]=1. (3) Reactant: [CH:1]1([CH2:7][C:8]([OH:21])([CH2:11][C:12]([CH3:20])([C:14]2[CH:19]=[CH:18][CH:17]=[CH:16][CH:15]=2)[CH3:13])[CH2:9][OH:10])[CH2:6][CH2:5][CH2:4][CH2:3][CH2:2]1.CS(C)=O. Product: [CH:1]1([CH2:7][C:8]([OH:21])([CH2:11][C:12]([CH3:13])([C:14]2[CH:15]=[CH:16][CH:17]=[CH:18][CH:19]=2)[CH3:20])[CH:9]=[O:10])[CH2:2][CH2:3][CH2:4][CH2:5][CH2:6]1. The catalyst class is: 66. (4) Reactant: [Br:1][C:2]1[CH:7]=[CH:6][N:5]2[N:8]=[CH:9][C:10]([C:11]([OH:13])=O)=[C:4]2[CH:3]=1.CCN(C(C)C)C(C)C.CN(C(ON1N=NC2C=CC=NC1=2)=[N+](C)C)C.F[P-](F)(F)(F)(F)F.[CH3:47][O:48][C:49]1[CH:65]=[CH:64][C:52]([CH2:53][NH:54][CH2:55][C:56]2[CH:61]=[CH:60][C:59]([O:62][CH3:63])=[CH:58][CH:57]=2)=[CH:51][CH:50]=1. Product: [Br:1][C:2]1[CH:7]=[CH:6][N:5]2[N:8]=[CH:9][C:10]([C:11]([N:54]([CH2:53][C:52]3[CH:51]=[CH:50][C:49]([O:48][CH3:47])=[CH:65][CH:64]=3)[CH2:55][C:56]3[CH:57]=[CH:58][C:59]([O:62][CH3:63])=[CH:60][CH:61]=3)=[O:13])=[C:4]2[CH:3]=1. The catalyst class is: 31.